Task: Predict the reactants needed to synthesize the given product.. Dataset: Full USPTO retrosynthesis dataset with 1.9M reactions from patents (1976-2016) (1) Given the product [CH2:1]([N:8]1[C@@H:9]([CH2:12][O:13][Si:14]([C:27]([CH3:30])([CH3:29])[CH3:28])([C:21]2[CH:26]=[CH:25][CH:24]=[CH:23][CH:22]=2)[C:15]2[CH:16]=[CH:17][CH:18]=[CH:19][CH:20]=2)[CH2:10][O:11][C@@H:33]([CH2:34][OH:35])[CH2:31]1)[C:2]1[CH:3]=[CH:4][CH:5]=[CH:6][CH:7]=1, predict the reactants needed to synthesize it. The reactants are: [CH2:1]([NH:8][C@@H:9]([CH2:12][O:13][Si:14]([C:27]([CH3:30])([CH3:29])[CH3:28])([C:21]1[CH:26]=[CH:25][CH:24]=[CH:23][CH:22]=1)[C:15]1[CH:20]=[CH:19][CH:18]=[CH:17][CH:16]=1)[CH2:10][OH:11])[C:2]1[CH:7]=[CH:6][CH:5]=[CH:4][CH:3]=1.[CH2:31]([C@H:33]1[O:35][CH2:34]1)Cl.Cl([O-])(=O)(=O)=O.[Li+].C[O-].[Na+]. (2) Given the product [ClH:17].[O:10]1[C:11]2[CH:16]=[CH:15][CH:14]=[CH:13][C:12]=2[C:8]([N:2]2[CH2:7][CH2:6][N:5]([CH2:18][CH2:19][C:20]3[CH:21]=[C:22]4[C:27](=[CH:28][CH:29]=3)[N:26]([CH3:30])[C:25](=[O:31])[CH2:24][C:23]4([CH3:32])[CH3:33])[CH2:4][CH2:3]2)=[N:9]1, predict the reactants needed to synthesize it. The reactants are: Cl.[N:2]1([C:8]2[C:12]3[CH:13]=[CH:14][CH:15]=[CH:16][C:11]=3[O:10][N:9]=2)[CH2:7][CH2:6][NH:5][CH2:4][CH2:3]1.[Cl:17][CH2:18][CH2:19][C:20]1[CH:21]=[C:22]2[C:27](=[CH:28][CH:29]=1)[N:26]([CH3:30])[C:25](=[O:31])[CH2:24][C:23]2([CH3:33])[CH3:32]. (3) Given the product [C:32]([OH:37])(=[O:36])[C:33]([OH:35])=[O:34].[C:32]([OH:37])(=[O:36])[C:33]([OH:35])=[O:34].[CH:1]1([CH2:7][CH2:8][O:9][C:10]2[N:15]=[CH:14][C:13]([CH2:16][N:17]3[CH2:22][CH2:21][N:20]([C:23]([NH:25][C:26]4[CH:27]=[N:28][CH:29]=[CH:30][CH:31]=4)=[O:24])[CH2:19][CH2:18]3)=[CH:12][CH:11]=2)[CH2:2][CH2:3][CH2:4][CH2:5][CH2:6]1, predict the reactants needed to synthesize it. The reactants are: [CH:1]1([CH2:7][CH2:8][O:9][C:10]2[N:15]=[CH:14][C:13]([CH2:16][N:17]3[CH2:22][CH2:21][N:20]([C:23]([NH:25][C:26]4[CH:27]=[N:28][CH:29]=[CH:30][CH:31]=4)=[O:24])[CH2:19][CH2:18]3)=[CH:12][CH:11]=2)[CH2:6][CH2:5][CH2:4][CH2:3][CH2:2]1.[C:32]([OH:37])(=[O:36])[C:33]([OH:35])=[O:34].